This data is from Full USPTO retrosynthesis dataset with 1.9M reactions from patents (1976-2016). The task is: Predict the reactants needed to synthesize the given product. (1) Given the product [CH3:1][C:2]1[N:7]=[C:6]2[S:8][C:9]3[CH2:14][CH2:13][CH2:12][CH2:11][C:10]=3[C:5]2=[C:4]([C:15]2[CH:16]=[CH:17][C:18]([CH3:21])=[CH:19][CH:20]=2)[C:3]=1[CH:22]([CH2:27][CH:28]([CH3:30])[CH3:29])[C:23]([OH:25])=[O:24], predict the reactants needed to synthesize it. The reactants are: [CH3:1][C:2]1[N:7]=[C:6]2[S:8][C:9]3[CH2:14][CH2:13][CH2:12][CH2:11][C:10]=3[C:5]2=[C:4]([C:15]2[CH:20]=[CH:19][C:18]([CH3:21])=[CH:17][CH:16]=2)[C:3]=1[CH:22]([CH2:27][C:28](C)([CH3:30])[CH3:29])[C:23]([O:25]C)=[O:24].[OH-].[Na+]. (2) Given the product [ClH:1].[CH2:2]([N:4]([CH2:7][C:8]1[C:15]([C:16]#[N:17])=[C:14]([OH:18])[C:13]([OH:19])=[CH:12][C:9]=1[C:10]#[N:11])[CH2:5][CH3:6])[CH3:3], predict the reactants needed to synthesize it. The reactants are: [ClH:1].[CH2:2]([N:4]([CH2:7][C:8]1[C:15]([C:16]#[N:17])=[C:14]([OH:18])[C:13]([O:19]C)=[CH:12][C:9]=1[C:10]#[N:11])[CH2:5][CH3:6])[CH3:3].C(#N)C.B(Br)(Br)Br. (3) Given the product [C:31]([O-:33])(=[O:32])[CH3:30].[NH4+:3].[CH2:1]([N:3]([C:8]1[C:9]([C:28]2[CH:29]=[C:30]([C:31](=[O:32])[NH:49][C:46]3([C:43]4[CH:44]=[CH:45][C:40]([F:39])=[CH:41][CH:42]=4)[CH2:48][CH2:47]3)[CH:34]=[CH:35][C:36]=2[CH3:37])=[CH:10][C:11]2[N:12]([N:14]=[C:15]([C:21]3[CH:26]=[CH:25][C:24]([F:27])=[CH:23][CH:22]=3)[C:16]=2[C:17]([NH:18][CH3:19])=[O:20])[CH:13]=1)[S:4]([CH3:7])(=[O:5])=[O:6])[CH3:2], predict the reactants needed to synthesize it. The reactants are: [CH2:1]([N:3]([C:8]1[C:9]([C:28]2[CH:29]=[C:30]([CH:34]=[CH:35][C:36]=2[CH3:37])[C:31]([OH:33])=[O:32])=[CH:10][C:11]2[N:12]([N:14]=[C:15]([C:21]3[CH:26]=[CH:25][C:24]([F:27])=[CH:23][CH:22]=3)[C:16]=2[C:17](=[O:20])[NH:18][CH3:19])[CH:13]=1)[S:4]([CH3:7])(=[O:6])=[O:5])[CH3:2].Cl.[F:39][C:40]1[CH:45]=[CH:44][C:43]([C:46]2([NH2:49])[CH2:48][CH2:47]2)=[CH:42][CH:41]=1. (4) Given the product [C:41]([NH:1][CH:2]([C:4]1[CH:5]=[CH:6][C:7]([NH:10][C:11]2[N:16]=[C:15]([CH2:17][CH2:18][C:19]3[CH:24]=[CH:23][CH:22]=[CH:21][C:20]=3[C:25]3([C:28]([NH2:30])=[O:29])[CH2:26][CH2:27]3)[C:14]([C:31]([F:33])([F:34])[F:32])=[CH:13][N:12]=2)=[CH:8][CH:9]=1)[CH3:3])(=[O:43])[CH3:42], predict the reactants needed to synthesize it. The reactants are: [NH2:1][CH:2]([C:4]1[CH:9]=[CH:8][C:7]([NH:10][C:11]2[N:16]=[C:15]([CH2:17][CH2:18][C:19]3[CH:24]=[CH:23][CH:22]=[CH:21][C:20]=3[C:25]3([C:28]([NH2:30])=[O:29])[CH2:27][CH2:26]3)[C:14]([C:31]([F:34])([F:33])[F:32])=[CH:13][N:12]=2)=[CH:6][CH:5]=1)[CH3:3].N1C=CC=CC=1.[C:41](OC(=O)C)(=[O:43])[CH3:42]. (5) Given the product [NH:9]1[C:10]2=[N:11][CH:12]=[CH:13][CH:14]=[C:15]2[C:7]([C:1]#[N:2])=[N:8]1, predict the reactants needed to synthesize it. The reactants are: [CH3:1][N:2](C=O)C.I[C:7]1[C:15]2[C:10](=[N:11][CH:12]=[CH:13][CH:14]=2)[NH:9][N:8]=1. (6) Given the product [CH2:1]([O:3][C:4]([C:6]1[CH:7]([N:24]2[CH2:29][CH2:28][O:27][CH2:26][CH2:25]2)[C:8]2[C:13]([C:14]=1[C:15]1[CH:20]=[CH:19][CH:18]=[CH:17][CH:16]=1)=[CH:12][CH:11]=[C:10]([O:21][CH3:22])[CH:9]=2)=[O:5])[CH3:2], predict the reactants needed to synthesize it. The reactants are: [CH2:1]([O:3][C:4]([C:6]1[CH:7](Br)[C:8]2[C:13]([C:14]=1[C:15]1[CH:20]=[CH:19][CH:18]=[CH:17][CH:16]=1)=[CH:12][CH:11]=[C:10]([O:21][CH3:22])[CH:9]=2)=[O:5])[CH3:2].[NH:24]1[CH2:29][CH2:28][O:27][CH2:26][CH2:25]1. (7) The reactants are: CC(C)(O[C:5]([NH:7][C@@H:8]1[CH2:14][CH2:13][CH2:12][CH2:11][N:10]([C:15]([O:17][CH2:18][C:19]([F:22])([F:21])[F:20])=[O:16])[C:9]1=[O:23])=[O:6])C.C(O)(C(F)(F)F)=O.ClC(Cl)(OC(=O)OC(Cl)(Cl)Cl)Cl.C([O-])(O)=O.[Na+].[Cl:49][C:50]1[CH:59]=[C:58]2[C:53]([C:54]([N:61]3[CH2:66][CH2:65][NH:64][CH2:63][CH2:62]3)=[CH:55][C:56]([NH2:60])=[N:57]2)=[CH:52][CH:51]=1. Given the product [NH2:60][C:56]1[CH:55]=[C:54]([N:61]2[CH2:62][CH2:63][N:64]([C:5]([NH:7][C@H:8]3[CH2:14][CH2:13][CH2:12][CH2:11][N:10]([C:15]([O:17][CH2:18][C:19]([F:20])([F:21])[F:22])=[O:16])[C:9]3=[O:23])=[O:6])[CH2:65][CH2:66]2)[C:53]2[C:58](=[CH:59][C:50]([Cl:49])=[CH:51][CH:52]=2)[N:57]=1, predict the reactants needed to synthesize it.